Regression. Given two drug SMILES strings and cell line genomic features, predict the synergy score measuring deviation from expected non-interaction effect. From a dataset of NCI-60 drug combinations with 297,098 pairs across 59 cell lines. (1) Drug 1: C1CCC(CC1)NC(=O)N(CCCl)N=O. Drug 2: C1=NC2=C(N1)C(=S)N=C(N2)N. Cell line: KM12. Synergy scores: CSS=44.9, Synergy_ZIP=-4.50, Synergy_Bliss=-5.25, Synergy_Loewe=-9.48, Synergy_HSA=-2.26. (2) Drug 1: CC1=C(C(=O)C2=C(C1=O)N3CC4C(C3(C2COC(=O)N)OC)N4)N. Drug 2: COC1=C2C(=CC3=C1OC=C3)C=CC(=O)O2. Cell line: HCT116. Synergy scores: CSS=52.3, Synergy_ZIP=-4.55, Synergy_Bliss=-6.68, Synergy_Loewe=-39.9, Synergy_HSA=-3.44. (3) Drug 1: CC1C(C(CC(O1)OC2CC(CC3=C2C(=C4C(=C3O)C(=O)C5=C(C4=O)C(=CC=C5)OC)O)(C(=O)CO)O)N)O.Cl. Drug 2: COC1=CC(=CC(=C1O)OC)C2C3C(COC3=O)C(C4=CC5=C(C=C24)OCO5)OC6C(C(C7C(O6)COC(O7)C8=CC=CS8)O)O. Cell line: EKVX. Synergy scores: CSS=14.0, Synergy_ZIP=-5.62, Synergy_Bliss=2.28, Synergy_Loewe=-1.84, Synergy_HSA=1.60. (4) Cell line: SK-MEL-5. Drug 2: CS(=O)(=O)CCNCC1=CC=C(O1)C2=CC3=C(C=C2)N=CN=C3NC4=CC(=C(C=C4)OCC5=CC(=CC=C5)F)Cl. Drug 1: CC1=C(C=C(C=C1)C(=O)NC2=CC(=CC(=C2)C(F)(F)F)N3C=C(N=C3)C)NC4=NC=CC(=N4)C5=CN=CC=C5. Synergy scores: CSS=4.35, Synergy_ZIP=-2.23, Synergy_Bliss=-2.41, Synergy_Loewe=2.25, Synergy_HSA=-1.40.